From a dataset of Catalyst prediction with 721,799 reactions and 888 catalyst types from USPTO. Predict which catalyst facilitates the given reaction. (1) Reactant: [F:1][C:2]1[CH:3]=[C:4]([NH:9][CH:10]([CH3:12])[CH3:11])[C:5]([NH2:8])=[CH:6][CH:7]=1.[C:13]([O:17][C:18]([NH:20][C@@H:21]([CH3:25])[C:22](O)=O)=[O:19])([CH3:16])([CH3:15])[CH3:14].C1C=NC2N(O)N=NC=2C=1.CN1CCOCC1.CN(C)CCCN=C=NCC. Product: [C:13]([O:17][C:18](=[O:19])[NH:20][C@H:21]([C:22]1[N:9]([CH:10]([CH3:12])[CH3:11])[C:4]2[CH:3]=[C:2]([F:1])[CH:7]=[CH:6][C:5]=2[N:8]=1)[CH3:25])([CH3:16])([CH3:15])[CH3:14]. The catalyst class is: 322. (2) Reactant: [CH3:1][S:2][C:3]1[S:4][C:5]2[C:10](=[O:11])[N:9]=[CH:8][NH:7][C:6]=2[N:12]=1.[Li+].C[Si]([N-][Si](C)(C)C)(C)C.Br[CH2:24][C:25]1[CH:30]=[CH:29][CH:28]=[C:27]([Cl:31])[C:26]=1[Cl:32]. Product: [Cl:32][C:26]1[C:27]([Cl:31])=[CH:28][CH:29]=[CH:30][C:25]=1[CH2:24][N:7]1[C:6]2[N:12]=[C:3]([S:2][CH3:1])[S:4][C:5]=2[C:10](=[O:11])[N:9]=[CH:8]1. The catalyst class is: 1. (3) Reactant: C[O:2][C:3]1[CH:20]=[CH:19][C:18]2[C:17]3[C:12](=[CH:13][C:14]([O:21]C)=[CH:15][CH:16]=3)[C:11]3[C:6](=[CH:7][CH:8]=[CH:9][CH:10]=3)[C:5]=2[CH:4]=1.Cl.N1C=CC=CC=1. Product: [CH:4]1[C:5]2[C:6]3[C:11](=[CH:10][CH:9]=[CH:8][CH:7]=3)[C:12]3[C:17](=[CH:16][CH:15]=[C:14]([OH:21])[CH:13]=3)[C:18]=2[CH:19]=[CH:20][C:3]=1[OH:2]. The catalyst class is: 238. (4) Reactant: [C:1]([O:12][CH2:13][CH2:14][CH2:15][CH2:16][CH2:17][CH2:18][CH2:19][CH2:20][OH:21])(=[O:11])[CH2:2][CH2:3][CH2:4][CH2:5][CH2:6][CH2:7][CH2:8][CH2:9][CH3:10].C(N(CC)CC)C.[CH3:29][S:30](Cl)(=[O:32])=[O:31]. Product: [C:1]([O:12][CH2:13][CH2:14][CH2:15][CH2:16][CH2:17][CH2:18][CH2:19][CH2:20][O:21][S:30]([CH3:29])(=[O:32])=[O:31])(=[O:11])[CH2:2][CH2:3][CH2:4][CH2:5][CH2:6][CH2:7][CH2:8][CH2:9][CH3:10]. The catalyst class is: 4. (5) Reactant: N[C:2]1[CH:7]=[CH:6][C:5]([C:8]2[NH:13][C:12](=[O:14])[NH:11][CH:10]([C:15]3[CH:20]=[C:19]([N+]([O-])=O)C(O)=C(OCC)[CH:16]=3)[C:9]=2[C:28]2[CH:33]=[CH:32][CH:31]=[CH:30][CH:29]=2)=[CH:4][CH:3]=1.[C:34]1([C:40](=[O:48])CC2C=CC=CC=2)C=CC=CC=1.N[C:50](N)=[O:51].Cl.[CH2:54]([OH:56])[CH3:55]. Product: [OH:56][C:54]1[CH:16]=[C:15]([CH:10]2[C:9]([C:28]3[CH:33]=[CH:32][CH:31]=[CH:30][CH:29]=3)=[C:8]([C:5]3[CH:4]=[CH:3][CH:2]=[CH:7][CH:6]=3)[NH:13][C:12](=[O:14])[NH:11]2)[CH:20]=[CH:19][C:55]=1[C:50]([O:48][CH2:40][CH3:34])=[O:51]. The catalyst class is: 25. (6) Reactant: [NH2:1][C:2]1[CH:3]=[N:4][CH:5]=[CH:6][CH:7]=1.[C:8]([N:10]=[C:11](SC)[S:12][CH3:13])#[N:9].[H-].[Na+]. Product: [C:8]([N:10]=[C:11]([S:12][CH3:13])[NH:1][C:2]1[CH:3]=[N:4][CH:5]=[CH:6][CH:7]=1)#[N:9]. The catalyst class is: 239. (7) Reactant: C(OC(=O)[NH:7][CH:8]1[CH2:13][CH2:12][CH:11]([NH:14][C:15]2[C:16]3[N:17]([C:21]([C:24]4[CH:29]=[CH:28][N:27]=[C:26]([NH:30][CH:31]([C:42]5[CH:47]=[CH:46][CH:45]=[CH:44][CH:43]=5)[CH2:32][CH2:33][NH:34]C(OC(C)(C)C)=O)[N:25]=4)=[CH:22][N:23]=3)[CH:18]=[CH:19][N:20]=2)[CH2:10][CH2:9]1)(C)(C)C.Cl. Product: [NH2:34][CH2:33][CH2:32][CH:31]([NH:30][C:26]1[N:25]=[C:24]([C:21]2[N:17]3[CH:18]=[CH:19][N:20]=[C:15]([NH:14][CH:11]4[CH2:12][CH2:13][CH:8]([NH2:7])[CH2:9][CH2:10]4)[C:16]3=[N:23][CH:22]=2)[CH:29]=[CH:28][N:27]=1)[C:42]1[CH:47]=[CH:46][CH:45]=[CH:44][CH:43]=1. The catalyst class is: 8.